Dataset: Forward reaction prediction with 1.9M reactions from USPTO patents (1976-2016). Task: Predict the product of the given reaction. Given the reactants [C:1]([O:5][C:6](=[O:22])[NH:7][C:8]1[CH:13]=[CH:12][C:11]([C:14]2[CH:19]=[CH:18][CH:17]=[CH:16][C:15]=2[F:20])=[CH:10][C:9]=1[NH2:21])([CH3:4])([CH3:3])[CH3:2].C([O:27][C:28](=O)[CH2:29][C:30]([C:32]1[CH:37]=[CH:36][CH:35]=[C:34]([C:38]2[C:39]([CH3:44])=[N:40][CH:41]=[CH:42][CH:43]=2)[CH:33]=1)=[O:31])(C)(C)C, predict the reaction product. The product is: [C:1]([O:5][C:6](=[O:22])[NH:7][C:8]1[CH:13]=[CH:12][C:11]([C:14]2[CH:19]=[CH:18][CH:17]=[CH:16][C:15]=2[F:20])=[CH:10][C:9]=1[NH:21][C:28](=[O:27])[CH2:29][C:30]([C:32]1[CH:37]=[CH:36][CH:35]=[C:34]([C:38]2[C:39]([CH3:44])=[N:40][CH:41]=[CH:42][CH:43]=2)[CH:33]=1)=[O:31])([CH3:4])([CH3:2])[CH3:3].